From a dataset of Reaction yield outcomes from USPTO patents with 853,638 reactions. Predict the reaction yield, written as a fraction of the theoretical maximum amount of product (1.0 means a 100% yield; for example, 0.34 means a 34% yield). (1) The reactants are [N+:1]([C:4]1[CH:17]=[CH:16][C:7]([O:8][CH2:9][C:10]2[CH:15]=[CH:14][CH:13]=[CH:12][N:11]=2)=[CH:6][CH:5]=1)([O-])=O.[NH4+].[Cl-]. The catalyst is C(O)C.O.[Fe]. The product is [NH2:1][C:4]1[CH:17]=[CH:16][C:7]([O:8][CH2:9][C:10]2[CH:15]=[CH:14][CH:13]=[CH:12][N:11]=2)=[CH:6][CH:5]=1. The yield is 0.860. (2) The reactants are [Cl:1][C:2]1[CH:3]=[CH:4][C:5]([N+:15]([O-])=O)=[C:6]([C:8]2[CH:13]=[CH:12][C:11]([F:14])=[CH:10][CH:9]=2)[CH:7]=1.[Cl-].[NH4+].C(OCC)(=O)C. The catalyst is C(O)C.[Fe]. The product is [Cl:1][C:2]1[CH:7]=[C:6]([C:8]2[CH:13]=[CH:12][C:11]([F:14])=[CH:10][CH:9]=2)[C:5]([NH2:15])=[CH:4][CH:3]=1. The yield is 0.670. (3) The reactants are C([O:3][C:4]([C:6]1[CH:7]=[C:8]2[C:12](=[CH:13][CH:14]=1)[N:11]([CH2:15][C:16]([F:19])([F:18])[F:17])[C:10]([C:20]([N:22]1[CH2:27][CH2:26][O:25][CH2:24][CH2:23]1)=[O:21])=[CH:9]2)=[O:5])C.O.[OH-].[Li+]. The catalyst is O1CCCC1.CO.O. The product is [N:22]1([C:20]([C:10]2[N:11]([CH2:15][C:16]([F:19])([F:17])[F:18])[C:12]3[C:8]([CH:9]=2)=[CH:7][C:6]([C:4]([OH:5])=[O:3])=[CH:14][CH:13]=3)=[O:21])[CH2:27][CH2:26][O:25][CH2:24][CH2:23]1. The yield is 0.850. (4) The reactants are Br[C:2]1[C:13](=[O:14])[N:12]([CH2:15][CH3:16])[C:5]2[N:6]=[C:7]([S:10][CH3:11])[N:8]=[CH:9][C:4]=2[CH:3]=1.[C:17]1(B(O)O)[CH:22]=[CH:21][CH:20]=[CH:19][CH:18]=1.[O-]P([O-])([O-])=O.[K+].[K+].[K+]. The catalyst is C1C=CC([P]([Pd]([P](C2C=CC=CC=2)(C2C=CC=CC=2)C2C=CC=CC=2)([P](C2C=CC=CC=2)(C2C=CC=CC=2)C2C=CC=CC=2)[P](C2C=CC=CC=2)(C2C=CC=CC=2)C2C=CC=CC=2)(C2C=CC=CC=2)C2C=CC=CC=2)=CC=1. The product is [CH2:15]([N:12]1[C:5]2[N:6]=[C:7]([S:10][CH3:11])[N:8]=[CH:9][C:4]=2[CH:3]=[C:2]([C:17]2[CH:22]=[CH:21][CH:20]=[CH:19][CH:18]=2)[C:13]1=[O:14])[CH3:16]. The yield is 0.810. (5) The product is [Br:1][C:2]1[CH:7]=[C:6]([F:8])[CH:5]=[C:4]([F:9])[C:3]=1[O:10][C@H:17]([CH2:12][CH:13]=[CH2:14])[CH3:16]. No catalyst specified. The reactants are [Br:1][C:2]1[CH:7]=[C:6]([F:8])[CH:5]=[C:4]([F:9])[C:3]=1[OH:10].Br[C:12]1[CH:17]=[C:16](F)C(F)=[CH:14][C:13]=1O[C@H](CC=C)C. The yield is 0.920. (6) The reactants are [OH:1][N:2]=[C:3](Cl)[C:4]1[C:8]([N:9]2[CH2:14][CH2:13][O:12][CH2:11][CH2:10]2)=[N:7][O:6][N:5]=1.[Br:16][C:17]1[CH:18]=[C:19]([CH:21]=[CH:22][C:23]=1[F:24])[NH2:20].C(N(CC)C(C)C)(C)C. The catalyst is C(O)C.C(#N)C. The product is [Br:16][C:17]1[CH:18]=[C:19]([NH:20][C:3]([C:4]2[C:8]([N:9]3[CH2:14][CH2:13][O:12][CH2:11][CH2:10]3)=[N:7][O:6][N:5]=2)=[N:2][OH:1])[CH:21]=[CH:22][C:23]=1[F:24]. The yield is 0.480.